This data is from Forward reaction prediction with 1.9M reactions from USPTO patents (1976-2016). The task is: Predict the product of the given reaction. (1) Given the reactants [O:1]=[C:2]1[CH2:6][CH2:5][CH2:4][CH:3]1[C:7]([O:9][CH2:10][CH3:11])=[O:8].C(O)[C:13]1[CH:18]=[CH:17]C=[CH:15][CH:14]=1, predict the reaction product. The product is: [O:1]=[C:2]1[CH2:6][CH2:5][CH2:4][CH:3]1[C:7]([O:9][CH2:10][C:11]1[CH:17]=[CH:18][CH:13]=[CH:14][CH:15]=1)=[O:8]. (2) The product is: [CH3:33][C@@H:28]([O:27][C:25]1[CH:24]=[CH:23][CH:22]=[C:21]2[C:26]=1[C:17]([NH:16][C:4]1[CH:5]=[CH:6][C:7]([O:8][CH2:9][C:10]3[CH:15]=[CH:14][CH:13]=[CH:12][N:11]=3)=[C:2]([CH3:1])[CH:3]=1)=[N:18][CH:19]=[N:20]2)[C:29](=[O:31])[N:34]1[CH2:38][CH2:37][CH2:36][CH2:35]1. Given the reactants [CH3:1][C:2]1[CH:3]=[C:4]([NH:16][C:17]2[C:26]3[C:21](=[CH:22][CH:23]=[CH:24][C:25]=3[O:27][C@H:28]([CH3:33])[C:29]([O:31]C)=O)[N:20]=[CH:19][N:18]=2)[CH:5]=[CH:6][C:7]=1[O:8][CH2:9][C:10]1[CH:15]=[CH:14][CH:13]=[CH:12][N:11]=1.[NH:34]1[CH2:38][CH2:37][CH2:36][CH2:35]1, predict the reaction product. (3) Given the reactants [N:1]1[O:2][N:3]=[C:4]2[C:9]([CH:10]=O)=[CH:8][CH:7]=[CH:6][C:5]=12.[NH2:12][C:13]1[CH:17]=[CH:16][NH:15][N:14]=1.O=[C:19]([CH2:26][CH2:27][CH3:28])[CH2:20][C:21]([O:23][CH2:24][CH3:25])=[O:22], predict the reaction product. The product is: [N:1]1[O:2][N:3]=[C:4]2[C:9]([CH:10]3[C:20]([C:21]([O:23][CH2:24][CH3:25])=[O:22])=[C:19]([CH2:26][CH2:27][CH3:28])[NH:12][C:13]4=[N:14][NH:15][CH:16]=[C:17]34)=[CH:8][CH:7]=[CH:6][C:5]=12. (4) Given the reactants [F:1][C:2]([F:19])([F:18])[C:3]1[N:8]=[CH:7][C:6]([O:9][C:10]2[CH:17]=[CH:16][C:13]([CH:14]=O)=[CH:12][CH:11]=2)=[CH:5][N:4]=1.[CH3:20][NH2:21], predict the reaction product. The product is: [CH3:20][NH:21][CH2:14][C:13]1[CH:16]=[CH:17][C:10]([O:9][C:6]2[CH:5]=[N:4][C:3]([C:2]([F:19])([F:18])[F:1])=[N:8][CH:7]=2)=[CH:11][CH:12]=1.